From a dataset of Catalyst prediction with 721,799 reactions and 888 catalyst types from USPTO. Predict which catalyst facilitates the given reaction. (1) Reactant: [Cl:1][C:2]1[CH:3]=[C:4]2[C:14](=[CH:15][CH:16]=1)[C:8]1([CH2:13][CH2:12][O:11][CH2:10][CH2:9]1)[C:7](=[O:17])[C:6]([C:18]([NH:20][C:21]([CH3:30])([C:23]([O:25]C(C)(C)C)=[O:24])[CH3:22])=[O:19])=[C:5]2[OH:31]. Product: [Cl:1][C:2]1[CH:3]=[C:4]2[C:14](=[CH:15][CH:16]=1)[C:8]1([CH2:9][CH2:10][O:11][CH2:12][CH2:13]1)[C:7](=[O:17])[C:6]([C:18]([NH:20][C:21]([CH3:22])([C:23]([OH:25])=[O:24])[CH3:30])=[O:19])=[C:5]2[OH:31]. The catalyst class is: 67. (2) Reactant: Cl[C:2]1[N:7]=[CH:6][C:5]([CH2:8][N:9]2[C:13]([CH3:14])=[CH:12][C:11]([C:15]3[O:19][N:18]=[C:17]([C:20]4[CH:25]=[CH:24][C:23]([C:26]5([C:32]([N:34]([CH3:36])[CH3:35])=[O:33])[CH2:31][CH2:30][O:29][CH2:28][CH2:27]5)=[CH:22][CH:21]=4)[N:16]=3)=[N:10]2)=[CH:4][CH:3]=1.[CH3:37][NH2:38]. Product: [CH3:35][N:34]([CH3:36])[C:32]([C:26]1([C:23]2[CH:24]=[CH:25][C:20]([C:17]3[N:16]=[C:15]([C:11]4[CH:12]=[C:13]([CH3:14])[N:9]([CH2:8][C:5]5[CH:6]=[N:7][C:2]([NH:38][CH3:37])=[CH:3][CH:4]=5)[N:10]=4)[O:19][N:18]=3)=[CH:21][CH:22]=2)[CH2:31][CH2:30][O:29][CH2:28][CH2:27]1)=[O:33]. The catalyst class is: 8. (3) Reactant: [S-:1][C:2]#[N:3].[K+].[Cl-].[CH3:6][N:7]([CH3:13])[CH:8]1[CH2:12][CH2:11][NH:10][CH2:9]1. Product: [CH3:6][N:7]([CH3:13])[CH:8]1[CH2:12][CH2:11][N:10]([C:2](=[S:1])[NH2:3])[CH2:9]1. The catalyst class is: 21. (4) Reactant: S(C)C.[CH:4]1([N:9]2[C:18]3[N:17]=[C:16]([NH:19][C:20]4[CH:36]=[CH:35][C:23]([C:24]([NH:26][CH2:27][C:28]([CH3:34])([CH3:33])[CH2:29][N:30]([CH3:32])[CH3:31])=O)=[CH:22][C:21]=4[O:37][CH3:38])[N:15]=[CH:14][C:13]=3[N:12]([CH3:39])[C:11](=O)[C@H:10]2[CH2:41][CH3:42])[CH2:8][CH2:7][CH2:6][CH2:5]1.Cl.CO. Product: [CH:4]1([N:9]2[C:18]3[N:17]=[C:16]([NH:19][C:20]4[CH:36]=[CH:35][C:23]([CH2:24][NH:26][CH2:27][C:28]([CH3:34])([CH3:33])[CH2:29][N:30]([CH3:32])[CH3:31])=[CH:22][C:21]=4[O:37][CH3:38])[N:15]=[CH:14][C:13]=3[N:12]([CH3:39])[CH2:11][C@H:10]2[CH2:41][CH3:42])[CH2:5][CH2:6][CH2:7][CH2:8]1. The catalyst class is: 1. (5) Reactant: [C:1]([C:5]1[CH:6]=[C:7]([C:15]2[C:16]([O:21]C)=[N:17][CH:18]=[CH:19][CH:20]=2)[CH:8]=[CH:9][C:10]=1[O:11][CH:12]([F:14])[F:13])([CH3:4])([CH3:3])[CH3:2].Br. Product: [C:1]([C:5]1[CH:6]=[C:7]([C:15]2[C:16](=[O:21])[NH:17][CH:18]=[CH:19][CH:20]=2)[CH:8]=[CH:9][C:10]=1[O:11][CH:12]([F:13])[F:14])([CH3:4])([CH3:2])[CH3:3]. The catalyst class is: 52. (6) Reactant: [Br:1]N1C(=O)CCC1=O.C(OOC(=O)C1C=CC=CC=1)(=O)C1C=CC=CC=1.[C:27]([O:31][C:32]([O:34][C:35]1[C:47]([C:48]([F:51])([F:50])[F:49])=[CH:46][CH:45]=[C:44]([CH3:52])[C:36]=1[C:37]([O:39][C:40]([CH3:43])([CH3:42])[CH3:41])=[O:38])=[O:33])([CH3:30])([CH3:29])[CH3:28]. Product: [Br:1][CH2:52][C:44]1[C:36]([C:37]([O:39][C:40]([CH3:43])([CH3:42])[CH3:41])=[O:38])=[C:35]([O:34][C:32]([O:31][C:27]([CH3:28])([CH3:29])[CH3:30])=[O:33])[C:47]([C:48]([F:49])([F:50])[F:51])=[CH:46][CH:45]=1. The catalyst class is: 53. (7) The catalyst class is: 193. Reactant: [Cl:1][C:2]1[N:7]=[CH:6][C:5]([S:8]([N:11]2[C:15]([C:16]3[CH:21]=[CH:20][CH:19]=[CH:18][CH:17]=3)=[CH:14][C:13]([CH:22]=O)=[CH:12]2)(=[O:10])=[O:9])=[CH:4][C:3]=1[CH3:24].[CH3:25][NH2:26].[BH4-].[Na+].[C:29](=[O:32])([O-])[OH:30].[Na+]. Product: [Cl:1][C:2]1[N:7]=[CH:6][C:5]([S:8]([N:11]2[C:15]([C:16]3[CH:21]=[CH:20][CH:19]=[CH:18][CH:17]=3)=[CH:14][C:13]([CH2:22][N:26]([CH3:25])[C:29](=[O:32])[O:30][C:3]([CH3:24])([CH3:4])[CH3:2])=[CH:12]2)(=[O:10])=[O:9])=[CH:4][C:3]=1[CH3:24].